Dataset: Full USPTO retrosynthesis dataset with 1.9M reactions from patents (1976-2016). Task: Predict the reactants needed to synthesize the given product. Given the product [NH2:14][C:9]1[CH:8]=[C:7]([C:2]2([CH3:1])[O:3][CH2:4][CH2:5][O:6]2)[CH:12]=[CH:11][C:10]=1[OH:13], predict the reactants needed to synthesize it. The reactants are: [CH3:1][C:2]1([C:7]2[CH:12]=[CH:11][C:10]([OH:13])=[C:9]([N+:14]([O-])=O)[CH:8]=2)[O:6][CH2:5][CH2:4][O:3]1.C1CCCCC=1.